Dataset: Reaction yield outcomes from USPTO patents with 853,638 reactions. Task: Predict the reaction yield, written as a fraction of the theoretical maximum amount of product (1.0 means a 100% yield; for example, 0.34 means a 34% yield). The reactants are [CH3:1][C:2]1[CH:6]=[C:5]([NH2:7])[N:4]([C:8]2[CH:13]=[CH:12][CH:11]=[CH:10][N:9]=2)[N:3]=1.Cl[C:15]1[CH:23]=[CH:22][C:21]([C:24]([F:27])([F:26])[F:25])=[CH:20][C:16]=1[C:17]([OH:19])=[O:18].C(=O)([O-])[O-].[K+].[K+].O. The catalyst is CN(C)C=O.C([O-])(=O)C.[Cu+2].C([O-])(=O)C.C(O)(=O)C. The product is [CH3:1][C:2]1[CH:6]=[C:5]([NH:7][C:15]2[CH:23]=[CH:22][C:21]([C:24]([F:25])([F:27])[F:26])=[CH:20][C:16]=2[C:17]([OH:19])=[O:18])[N:4]([C:8]2[CH:13]=[CH:12][CH:11]=[CH:10][N:9]=2)[N:3]=1. The yield is 0.890.